Predict which catalyst facilitates the given reaction. From a dataset of Catalyst prediction with 721,799 reactions and 888 catalyst types from USPTO. (1) The catalyst class is: 9. Product: [CH:19]([N:1]1[C:9]2[C:4](=[CH:5][CH:6]=[C:7]([C:10]([O:12][CH3:13])=[O:11])[CH:8]=2)[CH:3]=[N:2]1)([CH3:21])[CH3:20]. Reactant: [NH:1]1[C:9]2[C:4](=[CH:5][CH:6]=[C:7]([C:10]([O:12][CH3:13])=[O:11])[CH:8]=2)[CH:3]=[N:2]1.C(=O)([O-])[O-].I[CH:19]([CH3:21])[CH3:20]. (2) Reactant: [NH2:1][C:2]1[CH:3]=[C:4]([N:8]2[C:13]3[N:14]=[C:15]([NH:18][C:19]4[CH:24]=[CH:23][C:22]([N:25]5[CH2:30][CH2:29][N:28]([CH3:31])[CH2:27][CH2:26]5)=[CH:21][C:20]=4[O:32][CH3:33])[N:16]=[CH:17][C:12]=3[CH:11]=[C:10]([CH2:34][CH3:35])[C:9]2=[O:36])[CH:5]=[CH:6][CH:7]=1.CCN(C(C)C)C(C)C.[C:46](Cl)(=[O:49])[CH:47]=[CH2:48]. Product: [CH2:34]([C:10]1[C:9](=[O:36])[N:8]([C:4]2[CH:3]=[C:2]([NH:1][C:46](=[O:49])[CH:47]=[CH2:48])[CH:7]=[CH:6][CH:5]=2)[C:13]2[N:14]=[C:15]([NH:18][C:19]3[CH:24]=[CH:23][C:22]([N:25]4[CH2:30][CH2:29][N:28]([CH3:31])[CH2:27][CH2:26]4)=[CH:21][C:20]=3[O:32][CH3:33])[N:16]=[CH:17][C:12]=2[CH:11]=1)[CH3:35]. The catalyst class is: 168. (3) Reactant: [CH3:1][N:2]1[C:10]2[C:5](=[CH:6][C:7]([NH:11][C:12]([NH:14][C:15]3[CH:16]=[C:17]([CH:29]=[CH:30][CH:31]=3)[O:18][C:19]3[CH:24]=[CH:23][N:22]=[C:21]([C:25]([O:27]C)=[O:26])[CH:20]=3)=[O:13])=[CH:8][CH:9]=2)[CH:4]=[N:3]1.[OH-].[K+]. Product: [CH3:1][N:2]1[C:10]2[C:5](=[CH:6][C:7]([NH:11][C:12]([NH:14][C:15]3[CH:16]=[C:17]([CH:29]=[CH:30][CH:31]=3)[O:18][C:19]3[CH:24]=[CH:23][N:22]=[C:21]([C:25]([OH:27])=[O:26])[CH:20]=3)=[O:13])=[CH:8][CH:9]=2)[CH:4]=[N:3]1. The catalyst class is: 24. (4) Product: [Br:22][CH2:8][C:6]1[CH:7]=[C:2]([CH3:1])[C:3]([C:11]2[CH:16]=[CH:15][C:14]([C:17]([F:20])([F:19])[F:18])=[CH:13][CH:12]=2)=[C:4]([CH3:10])[CH:5]=1. Reactant: [CH3:1][C:2]1[CH:7]=[C:6]([CH2:8]O)[CH:5]=[C:4]([CH3:10])[C:3]=1[C:11]1[CH:16]=[CH:15][C:14]([C:17]([F:20])([F:19])[F:18])=[CH:13][CH:12]=1.P(Br)(Br)[Br:22]. The catalyst class is: 1. (5) Reactant: [I:1][C:2]1[C:10]2[C:9](=[O:11])[NH:8][C:7]([NH:12]C(=O)C(C)(C)C)=[N:6][C:5]=2[N:4]([CH3:19])[CH:3]=1.[OH-].[Na+]. Product: [NH2:12][C:7]1[NH:8][C:9](=[O:11])[C:10]2[C:2]([I:1])=[CH:3][N:4]([CH3:19])[C:5]=2[N:6]=1. The catalyst class is: 7. (6) Reactant: [CH3:1][O:2][CH:3]([O:40][CH3:41])[CH2:4][N:5]([C:12]1[CH:17]=[CH:16][CH:15]=[CH:14][C:13]=1[C:18](=[O:39])[CH2:19][CH2:20][CH:21]1[CH2:26][CH2:25][N:24]([CH2:27][C:28]2[S:32][C:31]([C:33]3[CH:38]=[CH:37][CH:36]=[CH:35][N:34]=3)=[N:30][CH:29]=2)[CH2:23][CH2:22]1)[C:6](=O)[C:7]([O:9][CH3:10])=[O:8].C(=O)([O-])[O-].[K+].[K+]. Product: [CH3:1][O:2][CH:3]([O:40][CH3:41])[CH2:4][N:5]1[C:12]2[C:13](=[CH:14][CH:15]=[CH:16][CH:17]=2)[C:18](=[O:39])[C:19]([CH2:20][CH:21]2[CH2:22][CH2:23][N:24]([CH2:27][C:28]3[S:32][C:31]([C:33]4[CH:38]=[CH:37][CH:36]=[CH:35][N:34]=4)=[N:30][CH:29]=3)[CH2:25][CH2:26]2)=[C:6]1[C:7]([O:9][CH3:10])=[O:8]. The catalyst class is: 5. (7) Reactant: [CH3:1][C:2]1[CH:7]=[CH:6][N:5]=[CH:4][C:3]=1[N:8]1[CH2:12][CH2:11][NH:10][C:9]1=[O:13].Br[C:15]1[CH:16]=[C:17]([CH:20]=[CH:21][CH:22]=1)[C:18]#[N:19].N[C@@H]1CCCC[C@H]1N.P([O-])([O-])([O-])=O.[K+].[K+].[K+]. Product: [CH3:1][C:2]1[CH:7]=[CH:6][N:5]=[CH:4][C:3]=1[N:8]1[CH2:12][CH2:11][N:10]([C:15]2[CH:16]=[C:17]([CH:20]=[CH:21][CH:22]=2)[C:18]#[N:19])[C:9]1=[O:13]. The catalyst class is: 246. (8) Reactant: [Br:1][C:2]1[C:9]([F:10])=[CH:8][C:5]([CH:6]=[O:7])=[C:4]([N+:11]([O-])=O)[CH:3]=1.CCO.CC(O)=O. Product: [NH2:11][C:4]1[CH:3]=[C:2]([Br:1])[C:9]([F:10])=[CH:8][C:5]=1[CH:6]=[O:7]. The catalyst class is: 150. (9) Reactant: [NH2:1][C:2]1[CH:3]=[C:4]([NH:8][C:9]2[CH:14]=[CH:13][N:12]=[C:11]([NH:15][C:16]3[CH:21]=[CH:20][C:19]([N:22]4[CH2:27][CH2:26][O:25][CH2:24][CH2:23]4)=[CH:18][CH:17]=3)[N:10]=2)[CH:5]=[CH:6][CH:7]=1.CCN(CC)CC.[C:35]([CH2:37][C:38](Cl)=[O:39])#[N:36]. Product: [C:35]([CH2:37][C:38]([NH:1][C:2]1[CH:7]=[CH:6][CH:5]=[C:4]([NH:8][C:9]2[CH:14]=[CH:13][N:12]=[C:11]([NH:15][C:16]3[CH:17]=[CH:18][C:19]([N:22]4[CH2:23][CH2:24][O:25][CH2:26][CH2:27]4)=[CH:20][CH:21]=3)[N:10]=2)[CH:3]=1)=[O:39])#[N:36]. The catalyst class is: 2.